Task: Predict which catalyst facilitates the given reaction.. Dataset: Catalyst prediction with 721,799 reactions and 888 catalyst types from USPTO (1) Reactant: [C:1]([Br:5])(Br)(Br)Br.C1(P(C2C=CC=CC=2)C2C=CC=CC=2)C=CC=CC=1.[C:25]([O:29][C:30]([C@@:32]1([CH2:47]CO)[CH:36]([F:37])[C:35](=[O:38])[N:34]([C@@H:39]([C:41]2[CH:46]=[CH:45][CH:44]=[CH:43][CH:42]=2)[CH3:40])[CH2:33]1)=[O:31])([CH3:28])([CH3:27])[CH3:26]. Product: [C:25]([O:29][C:30]([C@@:32]1([CH2:47][CH2:1][Br:5])[CH:36]([F:37])[C:35](=[O:38])[N:34]([C@@H:39]([C:41]2[CH:42]=[CH:43][CH:44]=[CH:45][CH:46]=2)[CH3:40])[CH2:33]1)=[O:31])([CH3:26])([CH3:27])[CH3:28]. The catalyst class is: 4. (2) Reactant: [C:1]([O:5][C:6]([NH:8][C@H:9]([C:21]([N:23]1[CH2:28][CH2:27][C:26](=[C:29]2[C:35]3[CH:36]=[CH:37][CH:38]=[CH:39][C:34]=3[CH:33]=[CH:32][C:31]3[CH:40]=[CH:41][CH:42]=[CH:43][C:30]2=3)[CH2:25][CH2:24]1)=[O:22])[CH2:10][C:11](OCC1C=CC=CC=1)=[O:12])=[O:7])([CH3:4])([CH3:3])[CH3:2].[BH4-].[Li+].O1CCCC1.[Cl-].[NH4+]. The catalyst class is: 7. Product: [CH:39]1[C:34]2[CH:33]=[CH:32][C:31]3[CH:40]=[CH:41][CH:42]=[CH:43][C:30]=3[C:29](=[C:26]3[CH2:25][CH2:24][N:23]([C:21]([C@@H:9]([NH:8][C:6](=[O:7])[O:5][C:1]([CH3:3])([CH3:2])[CH3:4])[CH2:10][CH2:11][OH:12])=[O:22])[CH2:28][CH2:27]3)[C:35]=2[CH:36]=[CH:37][CH:38]=1.